From a dataset of Catalyst prediction with 721,799 reactions and 888 catalyst types from USPTO. Predict which catalyst facilitates the given reaction. (1) Reactant: [C:1]([O:5][C:6]([NH:8][C:9]1([C:13]([OH:15])=[O:14])[CH2:12][CH2:11][CH2:10]1)=[O:7])([CH3:4])([CH3:3])[CH3:2].[CH:16]1(O)[CH2:20][CH2:19][CH2:18][CH2:17]1.C(Cl)CCl. Product: [C:1]([O:5][C:6]([NH:8][C:9]1([C:13]([O:15][CH:16]2[CH2:20][CH2:19][CH2:18][CH2:17]2)=[O:14])[CH2:12][CH2:11][CH2:10]1)=[O:7])([CH3:4])([CH3:2])[CH3:3]. The catalyst class is: 79. (2) Reactant: F[C:2]1[CH:7]=[C:6]([F:8])[CH:5]=[CH:4][C:3]=1[N+:9]([O-:11])=[O:10].[CH3:12][C:13]1[N:14]=[CH:15][NH:16][CH:17]=1.C(=O)([O-])[O-].[K+].[K+]. Product: [F:8][C:6]1[CH:5]=[CH:4][C:3]([N+:9]([O-:11])=[O:10])=[C:2]([N:16]2[CH:17]=[C:13]([CH3:12])[N:14]=[CH:15]2)[CH:7]=1. The catalyst class is: 4. (3) Reactant: [CH3:1][CH:2]([NH:7][C:8]1[CH:13]=[CH:12][C:11]([NH:14][CH:15]([CH3:20])[CH2:16][CH:17]([CH3:19])[CH3:18])=[CH:10][CH:9]=1)[CH2:3][CH:4]([CH3:6])[CH3:5].[CH2:21]([CH:23]([CH2:26][CH2:27][CH2:28][CH3:29])[CH:24]=O)[CH3:22].[Na].C(=O)([O-])[O-].[Na+].[Na+]. Product: [CH3:20][CH:15]([N:14]([CH2:24][CH:23]([CH2:21][CH3:22])[CH2:26][CH2:27][CH2:28][CH3:29])[C:11]1[CH:12]=[CH:13][C:8]([N:7]([CH:2]([CH3:1])[CH2:3][CH:4]([CH3:5])[CH3:6])[CH2:24][CH:23]([CH2:21][CH3:22])[CH2:26][CH2:27][CH2:28][CH3:29])=[CH:9][CH:10]=1)[CH2:16][CH:17]([CH3:19])[CH3:18]. The catalyst class is: 46. (4) Reactant: [Cl:1][C:2]1[C:10]2[C:5](=[C:6]([NH2:11])[CH:7]=[CH:8][CH:9]=2)[N:4]([CH2:12][O:13][CH3:14])[C:3]=1[C:15]1[S:16][CH:17]=[CH:18][N:19]=1.[S:20]1[CH:24]=[CH:23][CH:22]=[C:21]1[S:25](Cl)(=[O:27])=[O:26]. Product: [Cl:1][C:2]1[C:10]2[C:5](=[C:6]([NH:11][S:25]([C:21]3[S:20][CH:24]=[CH:23][CH:22]=3)(=[O:27])=[O:26])[CH:7]=[CH:8][CH:9]=2)[N:4]([CH2:12][O:13][CH3:14])[C:3]=1[C:15]1[S:16][CH:17]=[CH:18][N:19]=1. The catalyst class is: 17. (5) Reactant: [Br:1][C:2]1[CH:3]=[C:4]([CH:7]=[O:8])[S:5][CH:6]=1.[O-:9][Mn](=O)(=O)=O.[K+].[OH-].[Na+]. Product: [Br:1][C:2]1[CH:3]=[C:4]([C:7]([OH:9])=[O:8])[S:5][CH:6]=1. The catalyst class is: 6. (6) Reactant: [CH3:1][C:2]1[CH:7]=[C:6]([CH3:8])[CH:5]=[C:4]([CH3:9])[C:3]=1[N:10]=[C:11]=[O:12].[NH2:13][C:14]1[CH:22]=[C:21]([N+:23]([O-:25])=[O:24])[CH:20]=[CH:19][C:15]=1[C:16]([OH:18])=[O:17].C(N(CC)CC)C.Cl. Product: [N+:23]([C:21]1[CH:20]=[CH:19][C:15]([C:16]([OH:18])=[O:17])=[C:14]([NH:13][C:11]([NH:10][C:3]2[C:2]([CH3:1])=[CH:7][C:6]([CH3:8])=[CH:5][C:4]=2[CH3:9])=[O:12])[CH:22]=1)([O-:25])=[O:24]. The catalyst class is: 18. (7) Reactant: C(O[C:4]([C:6]1[C:7]2[CH2:15][CH2:14][CH2:13][CH2:12][C:8]=2[S:9][C:10]=1[NH2:11])=[O:5])C.[CH3:16][O:17][CH2:18][C:19]#[N:20]. Product: [CH3:16][O:17][CH2:18][C:19]1[N:20]=[C:4]([OH:5])[C:6]2[C:7]3[CH2:15][CH2:14][CH2:13][CH2:12][C:8]=3[S:9][C:10]=2[N:11]=1. The catalyst class is: 393.